This data is from Reaction yield outcomes from USPTO patents with 853,638 reactions. The task is: Predict the reaction yield, written as a fraction of the theoretical maximum amount of product (1.0 means a 100% yield; for example, 0.34 means a 34% yield). (1) The reactants are [C:1]1([CH:11]=[O:12])[C:10]2[C:5](=[CH:6][CH:7]=[CH:8][CH:9]=2)[CH:4]=[CH:3][N:2]=1.[NH2:13][C:14]1[CH:19]=[CH:18][C:17]([CH2:20][C:21]([O:23][CH3:24])=[O:22])=[CH:16][C:15]=1O.C(O)(=O)C.C(O)(=O)C.IC1C=CC=CC=1. The catalyst is C(O)C. The product is [C:1]1([C:11]2[O:12][C:15]3[CH:16]=[C:17]([CH2:20][C:21]([O:23][CH3:24])=[O:22])[CH:18]=[CH:19][C:14]=3[N:13]=2)[C:10]2[C:5](=[CH:6][CH:7]=[CH:8][CH:9]=2)[CH:4]=[CH:3][N:2]=1. The yield is 0.330. (2) The reactants are [Br:1][C:2]1[C:3]([N:17]2[CH2:22][CH2:21][CH2:20][C@@H:19]([NH:23][C:24](=[O:30])[O:25][C:26]([CH3:29])([CH3:28])[CH3:27])[CH2:18]2)=[C:4]2[C:10]([NH:11][C:12](=[O:16])[CH:13]([CH3:15])[CH3:14])=[CH:9][NH:8][C:5]2=[N:6][CH:7]=1.[CH3:31][C:32]([O:35][C:36](O[C:36]([O:35][C:32]([CH3:34])([CH3:33])[CH3:31])=[O:37])=[O:37])([CH3:34])[CH3:33].C(N(CC)CC)C.O. The catalyst is C(Cl)Cl.CN(C1C=CN=CC=1)C. The product is [Br:1][C:2]1[C:3]([N:17]2[CH2:22][CH2:21][CH2:20][C@@H:19]([NH:23][C:24]([O:25][C:26]([CH3:28])([CH3:27])[CH3:29])=[O:30])[CH2:18]2)=[C:4]2[C:10]([NH:11][C:12](=[O:16])[CH:13]([CH3:15])[CH3:14])=[CH:9][N:8]([C:36]([O:35][C:32]([CH3:34])([CH3:33])[CH3:31])=[O:37])[C:5]2=[N:6][CH:7]=1. The yield is 0.910. (3) The reactants are [CH3:1][O:2][C:3](=[O:46])[NH:4][CH:5]([C:12]([N:14]1[CH2:18][CH2:17][CH2:16][CH:15]1[C:19]1[NH:20][C:21]([C:24]2[CH:29]=[CH:28][C:27]([C:30]3[CH:35]=[CH:34][C:33]([C:36]4[NH:37][C:38]([CH:41]5[CH2:45][CH2:44][CH2:43][NH:42]5)=[N:39][CH:40]=4)=[CH:32][CH:31]=3)=[CH:26][CH:25]=2)=[CH:22][N:23]=1)=[O:13])[CH2:6][CH2:7][C:8]([F:11])([F:10])[F:9].[CH3:47][O:48][C:49]([NH:51][CH:52]([CH:56]([CH3:58])[CH3:57])[C:53](O)=[O:54])=[O:50].CN(C(ON1N=NC2C=CC=NC1=2)=[N+](C)C)C.F[P-](F)(F)(F)(F)F.C(N(C(C)C)CC)(C)C. The catalyst is CN(C)C=O. The product is [CH3:1][O:2][C:3](=[O:46])[NH:4][CH:5]([C:12]([N:14]1[CH2:18][CH2:17][CH2:16][CH:15]1[C:19]1[NH:20][C:21]([C:24]2[CH:25]=[CH:26][C:27]([C:30]3[CH:35]=[CH:34][C:33]([C:36]4[NH:37][C:38]([CH:41]5[CH2:45][CH2:44][CH2:43][N:42]5[C:53](=[O:54])[CH:52]([NH:51][C:49]([O:48][CH3:47])=[O:50])[CH:56]([CH3:58])[CH3:57])=[N:39][CH:40]=4)=[CH:32][CH:31]=3)=[CH:28][CH:29]=2)=[CH:22][N:23]=1)=[O:13])[CH2:6][CH2:7][C:8]([F:9])([F:11])[F:10]. The yield is 0.470. (4) The reactants are [Cl:1][C:2]1[CH:3]=[C:4]([C:12]2[O:16][N:15]=[C:14]([CH2:17][O:18][C:19]3[CH:26]=[CH:25][C:22]([CH:23]=O)=[CH:21][CH:20]=3)[CH:13]=2)[CH:5]=[CH:6][C:7]=1[O:8][CH:9]([CH3:11])[CH3:10].[NH:27]1[CH2:30][CH:29]([C:31]([OH:33])=[O:32])[CH2:28]1.C(O)(=O)C.C([BH3-])#N. The catalyst is CO.[OH-].[NH4+]. The product is [Cl:1][C:2]1[CH:3]=[C:4]([C:12]2[O:16][N:15]=[C:14]([CH2:17][O:18][C:19]3[CH:26]=[CH:25][C:22]([CH2:23][N:27]4[CH2:30][CH:29]([C:31]([OH:33])=[O:32])[CH2:28]4)=[CH:21][CH:20]=3)[CH:13]=2)[CH:5]=[CH:6][C:7]=1[O:8][CH:9]([CH3:11])[CH3:10]. The yield is 0.780.